This data is from NCI-60 drug combinations with 297,098 pairs across 59 cell lines. The task is: Regression. Given two drug SMILES strings and cell line genomic features, predict the synergy score measuring deviation from expected non-interaction effect. (1) Drug 1: C1=NC2=C(N=C(N=C2N1C3C(C(C(O3)CO)O)F)Cl)N. Drug 2: C1=CC=C(C=C1)NC(=O)CCCCCCC(=O)NO. Cell line: UO-31. Synergy scores: CSS=12.0, Synergy_ZIP=-4.34, Synergy_Bliss=-1.03, Synergy_Loewe=1.40, Synergy_HSA=1.70. (2) Drug 1: CC1=C(C=C(C=C1)NC2=NC=CC(=N2)N(C)C3=CC4=NN(C(=C4C=C3)C)C)S(=O)(=O)N.Cl. Drug 2: C1=CN(C=N1)CC(O)(P(=O)(O)O)P(=O)(O)O. Cell line: MCF7. Synergy scores: CSS=-0.611, Synergy_ZIP=0.487, Synergy_Bliss=1.00, Synergy_Loewe=-3.22, Synergy_HSA=-1.85. (3) Drug 1: CC1=C(C=C(C=C1)NC2=NC=CC(=N2)N(C)C3=CC4=NN(C(=C4C=C3)C)C)S(=O)(=O)N.Cl. Drug 2: CS(=O)(=O)OCCCCOS(=O)(=O)C. Cell line: U251. Synergy scores: CSS=15.5, Synergy_ZIP=-7.39, Synergy_Bliss=-3.16, Synergy_Loewe=-1.35, Synergy_HSA=-1.26. (4) Drug 1: C1=CC(=C2C(=C1NCCNCCO)C(=O)C3=C(C=CC(=C3C2=O)O)O)NCCNCCO. Drug 2: C1=NC(=NC(=O)N1C2C(C(C(O2)CO)O)O)N. Cell line: NCI-H226. Synergy scores: CSS=39.4, Synergy_ZIP=1.10, Synergy_Bliss=2.21, Synergy_Loewe=-9.03, Synergy_HSA=2.30. (5) Drug 2: C1=CN(C(=O)N=C1N)C2C(C(C(O2)CO)O)O.Cl. Drug 1: CC1=CC2C(CCC3(C2CCC3(C(=O)C)OC(=O)C)C)C4(C1=CC(=O)CC4)C. Cell line: HS 578T. Synergy scores: CSS=11.9, Synergy_ZIP=-2.10, Synergy_Bliss=2.62, Synergy_Loewe=-22.8, Synergy_HSA=-2.43. (6) Drug 1: C1C(C(OC1N2C=NC3=C2NC=NCC3O)CO)O. Drug 2: N.N.Cl[Pt+2]Cl. Cell line: SF-539. Synergy scores: CSS=30.3, Synergy_ZIP=1.86, Synergy_Bliss=4.42, Synergy_Loewe=-2.63, Synergy_HSA=2.56. (7) Cell line: HCT116. Drug 2: CC1=C(C(=CC=C1)Cl)NC(=O)C2=CN=C(S2)NC3=CC(=NC(=N3)C)N4CCN(CC4)CCO. Drug 1: C1=CC(=CC=C1CC(C(=O)O)N)N(CCCl)CCCl.Cl. Synergy scores: CSS=26.0, Synergy_ZIP=-8.10, Synergy_Bliss=-3.37, Synergy_Loewe=-0.365, Synergy_HSA=0.620. (8) Drug 1: CC(C)NC(=O)C1=CC=C(C=C1)CNNC.Cl. Drug 2: CC(C)CN1C=NC2=C1C3=CC=CC=C3N=C2N. Cell line: COLO 205. Synergy scores: CSS=2.47, Synergy_ZIP=0.663, Synergy_Bliss=1.63, Synergy_Loewe=-0.762, Synergy_HSA=-2.92. (9) Drug 1: CC1=C(C(=O)C2=C(C1=O)N3CC4C(C3(C2COC(=O)N)OC)N4)N. Drug 2: N.N.Cl[Pt+2]Cl. Cell line: NCI-H226. Synergy scores: CSS=21.0, Synergy_ZIP=-3.85, Synergy_Bliss=-0.442, Synergy_Loewe=2.49, Synergy_HSA=2.21.